Predict the product of the given reaction. From a dataset of Forward reaction prediction with 1.9M reactions from USPTO patents (1976-2016). (1) The product is: [Cl:1][C:2]1[N:7]=[C:6]([C:8](=[O:10])[CH3:9])[CH:5]=[N:4][CH:3]=1. Given the reactants [Cl:1][C:2]1[N:7]=[C:6]([CH:8]([OH:10])[CH3:9])[CH:5]=[N:4][CH:3]=1, predict the reaction product. (2) Given the reactants C(=O)([O-])[O-].[K+].[K+].[N:7]1([CH2:13][CH2:14][CH2:15][NH2:16])[CH2:12][CH2:11][CH2:10][CH2:9][CH2:8]1.Cl[C:18]1[C:23]([N+:24]([O-:26])=[O:25])=[CH:22][CH:21]=[C:20]([Cl:27])[N:19]=1, predict the reaction product. The product is: [Cl:27][C:20]1[N:19]=[C:18]([NH:16][CH2:15][CH2:14][CH2:13][N:7]2[CH2:12][CH2:11][CH2:10][CH2:9][CH2:8]2)[C:23]([N+:24]([O-:26])=[O:25])=[CH:22][CH:21]=1. (3) The product is: [CH3:32][C:31]1[C:26]([O:14][CH2:13][CH2:12][CH2:11][C:10]2[C:6]([CH:2]([CH3:1])[CH2:3][CH2:4][CH3:5])=[N:7][N:8]([C:15]3[CH:20]=[CH:19][C:18]([C:21]([F:24])([F:23])[F:22])=[CH:17][N:16]=3)[CH:9]=2)=[C:27]([CH2:33][C:34]([OH:36])=[O:35])[CH:28]=[CH:29][CH:30]=1. Given the reactants [CH3:1][CH:2]([C:6]1[C:10]([CH2:11][CH2:12][CH2:13][OH:14])=[CH:9][N:8]([C:15]2[CH:20]=[CH:19][C:18]([C:21]([F:24])([F:23])[F:22])=[CH:17][N:16]=2)[N:7]=1)[CH2:3][CH2:4][CH3:5].O[C:26]1[C:31]([CH3:32])=[CH:30][CH:29]=[CH:28][C:27]=1[CH2:33][C:34]([O:36]C)=[O:35].C(P(CCCC)CCCC)CCC.N(C(N1CCCCC1)=O)=NC(N1CCCCC1)=O, predict the reaction product. (4) Given the reactants [OH:1][C:2]1[CH:11]=[CH:10][C:9]2[C:8]([CH3:13])([CH3:12])[CH2:7][CH2:6][C:5]([CH3:15])([CH3:14])[C:4]=2[CH:3]=1.ClCCl.[Cl-].[Al+3].[Cl-].[Cl-].[C:23](Cl)(=[O:30])[C:24]1[CH:29]=[CH:28][CH:27]=[CH:26][CH:25]=1, predict the reaction product. The product is: [C:24]1([C:23]([C:11]2[C:2]([OH:1])=[CH:3][C:4]3[C:5]([CH3:15])([CH3:14])[CH2:6][CH2:7][C:8]([CH3:13])([CH3:12])[C:9]=3[CH:10]=2)=[O:30])[CH:29]=[CH:28][CH:27]=[CH:26][CH:25]=1. (5) Given the reactants FC(F)(F)C(O)=O.[Cl:8][C:9]1[CH:10]=[CH:11][C:12]([NH:15][C:16](=[O:32])[C:17]2[CH:22]=[CH:21][CH:20]=[CH:19][C:18]=2[NH:23][C:24]([O:26][CH:27]2[CH2:31][CH2:30][NH:29][CH2:28]2)=[O:25])=[N:13][CH:14]=1.[C:33]1(=O)[CH2:37][CH2:36][CH2:35][CH2:34]1.C([BH3-])#N.[Na+], predict the reaction product. The product is: [Cl:8][C:9]1[CH:10]=[CH:11][C:12]([NH:15][C:16](=[O:32])[C:17]2[CH:22]=[CH:21][CH:20]=[CH:19][C:18]=2[NH:23][C:24]([O:26][CH:27]2[CH2:31][CH2:30][N:29]([CH:33]3[CH2:37][CH2:36][CH2:35][CH2:34]3)[CH2:28]2)=[O:25])=[N:13][CH:14]=1.